This data is from Peptide-MHC class II binding affinity with 134,281 pairs from IEDB. The task is: Regression. Given a peptide amino acid sequence and an MHC pseudo amino acid sequence, predict their binding affinity value. This is MHC class II binding data. (1) The peptide sequence is EENEGDNACKRTYSD. The MHC is DRB3_0301 with pseudo-sequence DRB3_0301. The binding affinity (normalized) is 0.270. (2) The peptide sequence is VLKWHLHKAVEVPIS. The MHC is H-2-IAb with pseudo-sequence H-2-IAb. The binding affinity (normalized) is 0.0934. (3) The peptide sequence is WIESQKNGSWKLEKA. The MHC is DRB1_0101 with pseudo-sequence DRB1_0101. The binding affinity (normalized) is 0.430. (4) The peptide sequence is GELQIVDKINAAFKI. The MHC is DRB1_0802 with pseudo-sequence DRB1_0802. The binding affinity (normalized) is 0.584. (5) The peptide sequence is ERFAVNPGLLETSEGCR. The binding affinity (normalized) is 0.441. The MHC is DRB4_0101 with pseudo-sequence DRB4_0103.